Dataset: Forward reaction prediction with 1.9M reactions from USPTO patents (1976-2016). Task: Predict the product of the given reaction. The product is: [O:18]=[C:15]([NH:14][CH:3]([C:4]1[CH:9]=[CH:8][CH:7]=[C:6]([C:10]([F:12])([F:13])[F:11])[CH:5]=1)[C:2]([F:19])([F:20])[F:1])/[CH:16]=[CH:17]/[C:22]1[CH:30]=[CH:29][C:25]([C:26]([OH:28])=[O:27])=[C:24]([C:31]([F:32])([F:34])[F:33])[CH:23]=1. Given the reactants [F:1][C:2]([F:20])([F:19])[CH:3]([NH:14][C:15](=[O:18])[CH:16]=[CH2:17])[C:4]1[CH:9]=[CH:8][CH:7]=[C:6]([C:10]([F:13])([F:12])[F:11])[CH:5]=1.I[C:22]1[CH:30]=[CH:29][C:25]([C:26]([OH:28])=[O:27])=[C:24]([C:31]([F:34])([F:33])[F:32])[CH:23]=1.C1(P(C2C=CC=CC=2)C2C=CC=CC=2)C=CC=CC=1.C(N(CC)CC)C, predict the reaction product.